Task: Predict the product of the given reaction.. Dataset: Forward reaction prediction with 1.9M reactions from USPTO patents (1976-2016) (1) Given the reactants [CH3:1][O:2][C:3]1[CH:8]=[C:7]([C:9]2[C:17]3[C:12](=[N:13][CH:14]=[CH:15][CH:16]=3)[N:11](S(C3C=CC=CC=3)(=O)=O)[CH:10]=2)[N:6]=[C:5]([NH:27][CH2:28][C:29]2[CH:30]=[C:31]([CH:44]=[CH:45][CH:46]=2)[O:32][CH2:33][CH2:34][CH2:35][NH:36][C:37](=[O:43])[O:38][C:39]([CH3:42])([CH3:41])[CH3:40])[N:4]=1, predict the reaction product. The product is: [CH3:1][O:2][C:3]1[CH:8]=[C:7]([C:9]2[C:17]3[C:12](=[N:13][CH:14]=[CH:15][CH:16]=3)[NH:11][CH:10]=2)[N:6]=[C:5]([NH:27][CH2:28][C:29]2[CH:30]=[C:31]([CH:44]=[CH:45][CH:46]=2)[O:32][CH2:33][CH2:34][CH2:35][NH:36][C:37](=[O:43])[O:38][C:39]([CH3:42])([CH3:41])[CH3:40])[N:4]=1. (2) Given the reactants [CH:1]1([CH2:5][C:6]2[N:7]=[C:8]([C:11]([NH:13][NH2:14])=[O:12])[S:9][CH:10]=2)[CH2:4][CH2:3][CH2:2]1.C1(CC2N=C(C(NNC(=O)CC(C)(C)C(OC)=O)=O)SC=2)CCC1.[CH3:39][O:40][C:41]([C@H:43]1[CH2:46][C@H:45]([C:47](O)=[O:48])[CH2:44]1)=[O:42].CN(C(ON1N=NC2C=CC=NC1=2)=[N+](C)C)C.F[P-](F)(F)(F)(F)F, predict the reaction product. The product is: [CH:1]1([CH2:5][C:6]2[N:7]=[C:8]([C:11]([NH:13][NH:14][C:47]([C@H:45]3[CH2:46][C@H:43]([C:41]([O:40][CH3:39])=[O:42])[CH2:44]3)=[O:48])=[O:12])[S:9][CH:10]=2)[CH2:2][CH2:3][CH2:4]1. (3) Given the reactants C(O[C:6]([N:8]1[CH2:12][C:11](=[N:13][O:14][CH3:15])[CH2:10][C@H:9]1[C:16]([OH:18])=O)=[O:7])(C)(C)C.[CH3:19][C:20]1[CH:25]=[CH:24][CH:23]=[CH:22][C:21]=1[C:26]1[CH:31]=[CH:30][C:29](C(O)=O)=[CH:28][CH:27]=1.[NH2:35][CH2:36][CH2:37][C@@H:38]([C:40]1[CH:45]=[CH:44][CH:43]=[CH:42][CH:41]=1)[OH:39], predict the reaction product. The product is: [OH:39][C@H:38]([C:40]1[CH:45]=[CH:44][CH:43]=[CH:42][CH:41]=1)[CH2:37][CH2:36][NH:35][C:16]([C@@H:9]1[CH2:10][C:11](=[N:13][O:14][CH3:15])[CH2:12][N:8]1[C:6]([C:29]1[CH:28]=[CH:27][C:26]([C:21]2[CH:22]=[CH:23][CH:24]=[CH:25][C:20]=2[CH3:19])=[CH:31][CH:30]=1)=[O:7])=[O:18]. (4) Given the reactants F[C:2](F)(F)[C:3]1N=[N:5][C:6](Cl)=[CH:7][CH:8]=1.C(=O)([O-])[O-].[Cs+].[Cs+], predict the reaction product. The product is: [CH2:2]1[C:3]2[C:8](=[CH:2][CH:3]=[CH:8][CH:7]=2)[CH2:7][CH2:6][NH:5]1. (5) Given the reactants [NH2:1][C:2]1[N:3]=[CH:4][C:5]([C:8]2[C:13]([F:14])=[CH:12][C:11]([C:15]3[CH:20]=[CH:19][CH:18]=[CH:17][C:16]=3[S:21]CCC(OCC)=O)=[CH:10][CH:9]=2)=[N:6][CH:7]=1.C1COCC1.CC([O-])(C)C.[K+].Cl, predict the reaction product. The product is: [NH2:1][C:2]1[N:3]=[CH:4][C:5]([C:8]2[C:13]([F:14])=[CH:12][C:11]([C:15]3[C:16]([SH:21])=[CH:17][CH:18]=[CH:19][CH:20]=3)=[CH:10][CH:9]=2)=[N:6][CH:7]=1. (6) Given the reactants [Br:1][C:2]1[CH:7]=[CH:6][N:5]=[C:4]([C:8]([NH:10][C:11]2[CH:15]=[C:14]([C:16]([NH:18][NH2:19])=O)[S:13][CH:12]=2)=[O:9])[CH:3]=1.C[N:21]([CH3:25])[C:22](=O)[CH3:23].[CH3:26]N(C)C=O.C1(N)CC1.C(O)(=O)C, predict the reaction product. The product is: [Br:1][C:2]1[CH:7]=[CH:6][N:5]=[C:4]([C:8]([NH:10][C:11]2[CH:15]=[C:14]([C:16]3[N:21]([CH:22]4[CH2:26][CH2:23]4)[CH:25]=[N:19][N:18]=3)[S:13][CH:12]=2)=[O:9])[CH:3]=1. (7) Given the reactants [C:1]1([CH2:7][C:8](Cl)=[O:9])[CH:6]=[CH:5][CH:4]=[CH:3][CH:2]=1.[CH3:11][O:12][C:13]1[CH:18]=[CH:17][C:16]([NH:19][CH3:20])=[CH:15][CH:14]=1, predict the reaction product. The product is: [CH3:11][O:12][C:13]1[CH:18]=[CH:17][C:16]([N:19]([CH3:20])[C:8](=[O:9])[CH2:7][C:1]2[CH:6]=[CH:5][CH:4]=[CH:3][CH:2]=2)=[CH:15][CH:14]=1. (8) Given the reactants C[O:2][C:3](=O)[CH2:4][C:5]([NH:7][C:8]1[CH:13]=[C:12]([F:14])[C:11]([O:15][CH2:16][C:17]2[CH:22]=[CH:21][CH:20]=[C:19]([F:23])[CH:18]=2)=[CH:10][C:9]=1[F:24])=[O:6].[OH-].[NH4+:27], predict the reaction product. The product is: [F:24][C:9]1[CH:10]=[C:11]([O:15][CH2:16][C:17]2[CH:22]=[CH:21][CH:20]=[C:19]([F:23])[CH:18]=2)[C:12]([F:14])=[CH:13][C:8]=1[NH:7][C:5](=[O:6])[CH2:4][C:3]([NH2:27])=[O:2]. (9) Given the reactants [Cl:1][C:2]1[C:7]([Cl:8])=[CH:6][CH:5]=[CH:4][C:3]=1[NH:9][CH2:10][CH2:11]O.[CH3:13][O:14][C:15]1[CH:20]=[CH:19][C:18]([NH2:21])=[CH:17][C:16]=1[O:22][CH2:23][CH2:24][N:25]1[CH2:30][CH2:29][CH2:28][CH2:27][CH2:26]1, predict the reaction product. The product is: [Cl:1][C:2]1[C:7]([Cl:8])=[CH:6][CH:5]=[CH:4][C:3]=1[NH:9][CH2:10][CH2:11][NH:21][C:18]1[CH:19]=[CH:20][C:15]([O:14][CH3:13])=[C:16]([O:22][CH2:23][CH2:24][N:25]2[CH2:26][CH2:27][CH2:28][CH2:29][CH2:30]2)[CH:17]=1. (10) Given the reactants Br[C:2]1[CH:7]=[C:6]([CH:8]([CH3:10])[CH3:9])[CH:5]=[CH:4][C:3]=1[O:11][CH3:12].[Cl:13][C:14]1[CH:15]=[C:16]2[C:20](=[CH:21][CH:22]=1)[NH:19][C:18](=[O:23])[C:17]2=[O:24], predict the reaction product. The product is: [Cl:13][C:14]1[CH:15]=[C:16]2[C:20](=[CH:21][CH:22]=1)[NH:19][C:18](=[O:23])[C:17]2([OH:24])[C:2]1[CH:7]=[C:6]([CH:8]([CH3:10])[CH3:9])[CH:5]=[CH:4][C:3]=1[O:11][CH3:12].